Predict the reaction yield, written as a fraction of the theoretical maximum amount of product (1.0 means a 100% yield; for example, 0.34 means a 34% yield). From a dataset of Reaction yield outcomes from USPTO patents with 853,638 reactions. (1) The reactants are Br[C:2]1[CH:3]=[C:4]([C:8]2[N:12]3[N:13]=[CH:14][CH:15]=[CH:16][C:11]3=[C:10]([C:17]([NH2:19])=[O:18])[N:9]=2)[CH:5]=[CH:6][CH:7]=1.[C:20]([C@:22]1([OH:29])[CH2:26][CH2:25][N:24]([CH3:27])[C:23]1=[O:28])#[CH:21]. No catalyst specified. The product is [OH:29][C@@:22]1([C:20]#[C:21][C:2]2[CH:3]=[C:4]([C:8]3[N:12]4[N:13]=[CH:14][CH:15]=[CH:16][C:11]4=[C:10]([C:17]([NH2:19])=[O:18])[N:9]=3)[CH:5]=[CH:6][CH:7]=2)[CH2:26][CH2:25][N:24]([CH3:27])[C:23]1=[O:28]. The yield is 0.220. (2) The reactants are [NH:1]1[C:5]2[CH:6]=[CH:7][CH:8]=[CH:9][C:4]=2[N:3]=[N:2]1.[OH-].[Na+].[Cl:12][CH2:13][CH2:14][CH2:15]Br. The catalyst is [Br-].C([N+](CCCC)(CCCC)CCCC)CCC.ClCCl. The product is [Cl:12][CH2:13][CH2:14][CH2:15][N:1]1[C:5]2[CH:6]=[CH:7][CH:8]=[CH:9][C:4]=2[N:3]=[N:2]1. The yield is 0.820. (3) The reactants are [Br:1][C:2]1[C:7](Br)=[CH:6][CH:5]=[CH:4][N:3]=1.CC([Mg]Cl)C.[CH2:14]([N:21]1[CH2:26][CH2:25][C:24](=[O:27])[CH2:23][CH2:22]1)[C:15]1[CH:20]=[CH:19][CH:18]=[CH:17][CH:16]=1. The catalyst is O1CCCC1. The product is [CH2:14]([N:21]1[CH2:26][CH2:25][C:24]([OH:27])([C:7]2[C:2]([Br:1])=[N:3][CH:4]=[CH:5][CH:6]=2)[CH2:23][CH2:22]1)[C:15]1[CH:16]=[CH:17][CH:18]=[CH:19][CH:20]=1. The yield is 0.230. (4) The reactants are N([O-])=O.[Na+].N[C:6]1[CH:11]=[CH:10][C:9]([N:12]([C:17]2[C:36]([CH:37]3[CH2:39][CH2:38]3)=[CH:35][C:20]3[C:21]([C:31]([NH:33][CH3:34])=[O:32])=[C:22]([C:24]4[CH:29]=[CH:28][C:27]([F:30])=[CH:26][CH:25]=4)[O:23][C:19]=3[CH:18]=2)[S:13]([CH3:16])(=[O:15])=[O:14])=[CH:8][C:7]=1[C:40]([F:43])([F:42])[F:41].[BrH:44]. The catalyst is C(#N)C.CCOC(C)=O.O.[Cu]Br. The product is [Br:44][C:6]1[CH:11]=[CH:10][C:9]([N:12]([C:17]2[C:36]([CH:37]3[CH2:39][CH2:38]3)=[CH:35][C:20]3[C:21]([C:31]([NH:33][CH3:34])=[O:32])=[C:22]([C:24]4[CH:29]=[CH:28][C:27]([F:30])=[CH:26][CH:25]=4)[O:23][C:19]=3[CH:18]=2)[S:13]([CH3:16])(=[O:15])=[O:14])=[CH:8][C:7]=1[C:40]([F:43])([F:42])[F:41]. The yield is 0.730. (5) The product is [C:23]([O:22][C:19]([CH2:20][CH:27]([C:29]1[CH:38]=[CH:37][C:32]([C:33]([O:35][CH3:36])=[O:34])=[CH:31][CH:30]=1)[OH:28])=[O:21])([CH3:26])([CH3:25])[CH3:24]. The reactants are C(NC(C)C)(C)C.C([Li])CCC.CCCCCC.[C:19]([O:22][C:23]([CH3:26])([CH3:25])[CH3:24])(=[O:21])[CH3:20].[CH:27]([C:29]1[CH:38]=[CH:37][C:32]([C:33]([O:35][CH3:36])=[O:34])=[CH:31][CH:30]=1)=[O:28].C(O)(=O)C. The catalyst is O1CCCC1. The yield is 0.840. (6) The reactants are [Cl:1][C:2]1[CH:3]=[C:4]([N:10]2[CH:18]([CH:19]3[CH2:23][CH2:22][CH2:21][CH2:20]3)[CH:17]3[C:12]([C:13]4[CH:27]=[CH:26][C:25]([C:28]([OH:30])=[O:29])=[CH:24][C:14]=4[CH2:15][CH2:16]3)=[N:11]2)[CH:5]=[CH:6][C:7]=1[C:8]#[N:9].[CH:31]1([CH2:37][CH2:38]O)[CH2:36][CH2:35][CH2:34][CH2:33][CH2:32]1. No catalyst specified. The product is [Cl:1][C:2]1[CH:3]=[C:4]([N:10]2[CH:18]([CH:19]3[CH2:20][CH2:21][CH2:22][CH2:23]3)[CH:17]3[C:12]([C:13]4[CH:27]=[CH:26][C:25]([C:28]([O:30][CH2:38][CH2:37][CH:31]5[CH2:36][CH2:35][CH2:34][CH2:33][CH2:32]5)=[O:29])=[CH:24][C:14]=4[CH2:15][CH2:16]3)=[N:11]2)[CH:5]=[CH:6][C:7]=1[C:8]#[N:9]. The yield is 0.680.